This data is from Catalyst prediction with 721,799 reactions and 888 catalyst types from USPTO. The task is: Predict which catalyst facilitates the given reaction. (1) Reactant: C(=O)([O-])[O-].[K+].[K+].[CH3:7][C:8]1[C:9]([S:15]([CH3:18])(=[O:17])=[O:16])=[C:10]([CH:12]=[CH:13][CH:14]=1)[NH2:11].[Br-:19].[Br-].[Br-].C([N+](CCCC)(CCCC)CCCC)CCC.C([N+](CCCC)(CCCC)CCCC)CCC.C([N+](CCCC)(CCCC)CCCC)CCC. Product: [Br:19][C:14]1[CH:13]=[CH:12][C:10]([NH2:11])=[C:9]([S:15]([CH3:18])(=[O:17])=[O:16])[C:8]=1[CH3:7]. The catalyst class is: 10. (2) Reactant: [NH2:1][C:2]([C:4]1[N:8]=[C:7]([C@H:9]([CH2:18][CH2:19][CH2:20][C:21]2[CH:26]=[CH:25][CH:24]=[CH:23][CH:22]=2)[CH2:10][C:11]([O:13]C(C)(C)C)=[O:12])[O:6][N:5]=1)=[O:3].FC(F)(F)C(O)=O. Product: [NH2:1][C:2]([C:4]1[N:8]=[C:7]([C@H:9]([CH2:18][CH2:19][CH2:20][CH:21]2[CH2:22][CH2:23][CH2:24][CH2:25][CH2:26]2)[CH2:10][C:11]([OH:13])=[O:12])[O:6][N:5]=1)=[O:3]. The catalyst class is: 4. (3) The catalyst class is: 48. Reactant: [Cl:1][C:2]1[CH:7]=[CH:6][C:5]([C:8](=[O:10])[CH3:9])=[CH:4][C:3]=1[N+:11]([O-:13])=[O:12].[Br:14]Br. Product: [Br:14][CH2:9][C:8]([C:5]1[CH:6]=[CH:7][C:2]([Cl:1])=[C:3]([N+:11]([O-:13])=[O:12])[CH:4]=1)=[O:10]. (4) Reactant: [NH2:1][CH2:2][CH2:3][C:4]1[CH:9]=[CH:8][C:7]([S:10]([NH2:13])(=[O:12])=[O:11])=[CH:6][CH:5]=1.[CH:14]([C:16]1[CH:17]=[C:18]([C:22]2[CH:27]=[CH:26][CH:25]=[C:24]([C:28]([NH:30][CH2:31][CH2:32][N:33]3[CH2:37][CH2:36][CH2:35][CH2:34]3)=[O:29])[CH:23]=2)[CH:19]=[CH:20][CH:21]=1)=O. Product: [NH2:13][S:10]([C:7]1[CH:6]=[CH:5][C:4]([CH2:3][CH2:2][NH:1][CH2:14][C:16]2[CH:17]=[C:18]([C:22]3[CH:27]=[CH:26][CH:25]=[C:24]([C:28]([NH:30][CH2:31][CH2:32][N:33]4[CH2:37][CH2:36][CH2:35][CH2:34]4)=[O:29])[CH:23]=3)[CH:19]=[CH:20][CH:21]=2)=[CH:9][CH:8]=1)(=[O:11])=[O:12]. The catalyst class is: 111. (5) Reactant: C(O)(C(F)(F)F)=O.[CH:8]([C:10]1[C:15]([O:16]COC)=[CH:14][C:13]([C:20]([F:23])([F:22])[F:21])=[CH:12][C:11]=1[C:24]1[CH:25]=[CH:26][C:27]([C:30]([NH:32][CH2:33][CH2:34][C:35]([O:37][CH2:38][CH3:39])=[O:36])=[O:31])=[N:28][CH:29]=1)=[O:9]. Product: [CH:8]([C:10]1[C:15]([OH:16])=[CH:14][C:13]([C:20]([F:21])([F:22])[F:23])=[CH:12][C:11]=1[C:24]1[CH:25]=[CH:26][C:27]([C:30]([NH:32][CH2:33][CH2:34][C:35]([O:37][CH2:38][CH3:39])=[O:36])=[O:31])=[N:28][CH:29]=1)=[O:9]. The catalyst class is: 2. (6) Reactant: Cl.C[O:3][C:4](=[O:15])[C@H:5]([CH2:7][C:8]1[CH:13]=[CH:12][C:11]([OH:14])=[CH:10][CH:9]=1)[NH2:6].C(N(CC)CC)C.[C:23](Cl)(=[O:39])[CH2:24][CH2:25][CH2:26][CH2:27][CH2:28][CH2:29][CH2:30][CH2:31][CH2:32][CH2:33][CH2:34][CH2:35][CH2:36][CH2:37][CH3:38]. Product: [OH:14][C:11]1[CH:12]=[CH:13][C:8]([CH2:7][C@@H:5]([NH:6][C:23](=[O:39])[CH2:24][CH2:25][CH2:26][CH2:27][CH2:28][CH2:29][CH2:30][CH2:31][CH2:32][CH2:33][CH2:34][CH2:35][CH2:36][CH2:37][CH3:38])[C:4]([OH:3])=[O:15])=[CH:9][CH:10]=1. The catalyst class is: 2. (7) Reactant: [C:1]([O:4][CH2:5][C:6]1[CH:11]=[C:10]([O:12][CH2:13][CH2:14][C:15]2([CH2:21][CH:22]=O)[CH2:20][CH2:19][CH2:18][CH2:17][CH2:16]2)[CH:9]=[C:8]([CH2:24][O:25][C:26](=[O:28])[CH3:27])[CH:7]=1)(=[O:3])[CH3:2].[NH:29]1[CH2:34][CH2:33][CH:32]([NH:35][C:36]2[CH:41]=[CH:40][C:39]([CH3:42])=[CH:38][N:37]=2)[CH2:31][CH2:30]1.C(O[BH-](OC(=O)C)OC(=O)C)(=O)C.[Na+].C(=O)(O)[O-].[Na+]. Product: [C:1]([O:4][CH2:5][C:6]1[CH:11]=[C:10]([O:12][CH2:13][CH2:14][C:15]2([CH2:21][CH2:22][N:29]3[CH2:34][CH2:33][CH:32]([NH:35][C:36]4[CH:41]=[CH:40][C:39]([CH3:42])=[CH:38][N:37]=4)[CH2:31][CH2:30]3)[CH2:20][CH2:19][CH2:18][CH2:17][CH2:16]2)[CH:9]=[C:8]([CH2:24][O:25][C:26](=[O:28])[CH3:27])[CH:7]=1)(=[O:3])[CH3:2]. The catalyst class is: 478. (8) Product: [NH2:7][CH2:8][CH:9]1[CH2:14][CH2:13][CH2:12][N:11]([C:15]2[C:24]3[C:19](=[CH:20][CH:21]=[CH:22][CH:23]=3)[C:18]([C:25]#[N:26])=[CH:17][CH:16]=2)[CH2:10]1. Reactant: C(OC(=O)[NH:7][CH2:8][CH:9]1[CH2:14][CH2:13][CH2:12][N:11]([C:15]2[C:24]3[C:19](=[CH:20][CH:21]=[CH:22][CH:23]=3)[C:18]([C:25]#[N:26])=[CH:17][CH:16]=2)[CH2:10]1)(C)(C)C.C(O)(C(F)(F)F)=O. The catalyst class is: 4. (9) Reactant: [Cl:1][C:2]1[N:7]=[C:6](Cl)[CH:5]=[CH:4][N:3]=1.CC1(C)C(C)(C)OB([C:17]2[CH:29]=[CH:28][C:20]3[N:21]=[C:22]([NH:24][C:25](=[O:27])[CH3:26])[S:23][C:19]=3[CH:18]=2)O1.C(=O)([O-])[O-].[Na+].[Na+]. Product: [Cl:1][C:2]1[N:7]=[C:6]([C:17]2[CH:29]=[CH:28][C:20]3[N:21]=[C:22]([NH:24][C:25](=[O:27])[CH3:26])[S:23][C:19]=3[CH:18]=2)[CH:5]=[CH:4][N:3]=1. The catalyst class is: 77. (10) Reactant: Br[CH2:2][C:3]([C:5]1[S:6][C:7]([F:10])=[CH:8][CH:9]=1)=[O:4].C(=O)([O-])[O-].[K+].[K+].[CH2:17]([NH:20][CH2:21][CH:22]=[CH2:23])[CH:18]=[CH2:19]. Product: [CH2:17]([N:20]([CH2:21][CH:22]=[CH2:23])[CH2:2][C:3]([C:5]1[S:6][C:7]([F:10])=[CH:8][CH:9]=1)=[O:4])[CH:18]=[CH2:19]. The catalyst class is: 647.